Dataset: Full USPTO retrosynthesis dataset with 1.9M reactions from patents (1976-2016). Task: Predict the reactants needed to synthesize the given product. (1) Given the product [C:13]([O:12][C:10]([N:3]1[CH2:4][CH2:5][CH2:6][C@@:2]1([CH3:1])[C:7]([OH:9])=[O:8])=[O:11])([CH3:16])([CH3:15])[CH3:14], predict the reactants needed to synthesize it. The reactants are: [CH3:1][C@@:2]1([C:7]([OH:9])=[O:8])[CH2:6][CH2:5][CH2:4][NH:3]1.[C:10](O[C:10]([O:12][C:13]([CH3:16])([CH3:15])[CH3:14])=[O:11])([O:12][C:13]([CH3:16])([CH3:15])[CH3:14])=[O:11].C(N(CC)CC)C. (2) Given the product [NH2:2][CH2:3][CH:4]([O:6][C:7]1[S:11][N:10]=[CH:9][C:8]=1[NH:12][C:13](=[O:29])[C:14]1[CH:19]=[CH:18][C:17]([F:20])=[C:16]([C:21]2[C:26]([F:27])=[CH:25][CH:24]=[CH:23][C:22]=2[F:28])[N:15]=1)[CH2:5][Cl:1], predict the reactants needed to synthesize it. The reactants are: [ClH:1].[NH:2]1[CH2:5][CH:4]([O:6][C:7]2[S:11][N:10]=[CH:9][C:8]=2[NH:12][C:13](=[O:29])[C:14]2[CH:19]=[CH:18][C:17]([F:20])=[C:16]([C:21]3[C:26]([F:27])=[CH:25][CH:24]=[CH:23][C:22]=3[F:28])[N:15]=2)[CH2:3]1. (3) Given the product [Br:22][C:7]1[C:8]2[O:13][CH2:12][CH:11]([C:14]3[C:15]([C:20]#[N:21])=[N:16][CH:17]=[CH:18][CH:19]=3)[N:10]3[C:2](=[O:1])[NH:3][C:4]([C:9]=23)=[CH:5][CH:6]=1, predict the reactants needed to synthesize it. The reactants are: [O:1]=[C:2]1[N:10]2[CH:11]([C:14]3[C:15]([C:20]#[N:21])=[N:16][CH:17]=[CH:18][CH:19]=3)[CH2:12][O:13][C:8]3=[C:9]2[C:4](=[CH:5][CH:6]=[CH:7]3)[NH:3]1.[Br:22]N1C(=O)CCC1=O. (4) The reactants are: [CH2:1]([N:15]([CH2:21][CH2:22][CH2:23][CH2:24][CH2:25][CH2:26][CH2:27][CH2:28][CH2:29][CH2:30][CH2:31][CH2:32][CH2:33][CH3:34])[CH2:16][C:17]([O:19]C)=[O:18])[CH2:2][CH2:3][CH2:4][CH2:5][CH2:6][CH2:7][CH2:8][CH2:9][CH2:10][CH2:11][CH2:12][CH2:13][CH3:14].[Li+].[OH-]. Given the product [CH2:21]([N:15]([CH2:1][CH2:2][CH2:3][CH2:4][CH2:5][CH2:6][CH2:7][CH2:8][CH2:9][CH2:10][CH2:11][CH2:12][CH2:13][CH3:14])[CH2:16][C:17]([OH:19])=[O:18])[CH2:22][CH2:23][CH2:24][CH2:25][CH2:26][CH2:27][CH2:28][CH2:29][CH2:30][CH2:31][CH2:32][CH2:33][CH3:34], predict the reactants needed to synthesize it. (5) Given the product [C:1]([C:5]1[N:10]=[CH:9][CH:8]=[CH:7][N:6]=1)([CH3:4])([CH3:3])[CH3:2], predict the reactants needed to synthesize it. The reactants are: [C:1]([C:5]1[N:10]=[C:9](N2CCNCC2)[CH:8]=[C:7](C2CCC2)[N:6]=1)([CH3:4])([CH3:3])[CH3:2].BrCCCCl.C(N(CC)CC)C. (6) The reactants are: Br[CH2:2][C:3]1[CH:8]=[CH:7][CH:6]=[C:5]([N+:9]([O-:11])=[O:10])[CH:4]=1.[NH:12]1[CH2:17][CH2:16][O:15][CH2:14][CH2:13]1.C(N(CC)CC)C. Given the product [N+:9]([C:5]1[CH:4]=[C:3]([CH:8]=[CH:7][CH:6]=1)[CH2:2][N:12]1[CH2:17][CH2:16][O:15][CH2:14][CH2:13]1)([O-:11])=[O:10], predict the reactants needed to synthesize it.